From a dataset of Forward reaction prediction with 1.9M reactions from USPTO patents (1976-2016). Predict the product of the given reaction. (1) The product is: [CH3:13][O:12][CH2:11][CH2:10][N:8]([C:4]1[N:5]=[CH:6][N:7]=[C:2]([NH:14][C:15]2[CH:16]=[CH:17][C:18]([C:19]([O:21][CH3:22])=[O:20])=[CH:23][CH:24]=2)[CH:3]=1)[CH3:9]. Given the reactants Cl[C:2]1[N:7]=[CH:6][N:5]=[C:4]([N:8]([CH2:10][CH2:11][O:12][CH3:13])[CH3:9])[CH:3]=1.[NH2:14][C:15]1[CH:24]=[CH:23][C:18]([C:19]([O:21][CH3:22])=[O:20])=[CH:17][CH:16]=1, predict the reaction product. (2) Given the reactants Cl[Si:2]([CH2:5][CH2:6][CH2:7][Cl:8])([CH3:4])[CH3:3].[CH2:9]1[CH2:13]O[CH2:11][CH2:10]1.[C:14]([Cu])#N, predict the reaction product. The product is: [Cl:8][CH2:7][CH2:6][CH2:5][Si:2]([CH:9]1[CH:13]=[CH:14][CH:11]=[CH:10]1)([CH3:4])[CH3:3]. (3) Given the reactants [Br:1]Br.[N:3]1[NH:4][C:5](=[O:10])[NH:6][C:7](=[O:9])[CH:8]=1, predict the reaction product. The product is: [Br:1][C:8]1[C:7](=[O:9])[NH:6][C:5](=[O:10])[NH:4][N:3]=1. (4) Given the reactants [S:1]1(=[O:7])(=[O:6])[CH:5]=[CH:4][CH2:3][NH:2]1.[CH3:8][O-:9].[Na+], predict the reaction product. The product is: [CH3:8][O:9][CH:4]1[CH2:5][S:1](=[O:7])(=[O:6])[NH:2][CH2:3]1.